Dataset: Full USPTO retrosynthesis dataset with 1.9M reactions from patents (1976-2016). Task: Predict the reactants needed to synthesize the given product. Given the product [C:31]([O:30][C:28](=[O:29])[NH:27][C:21]1([C:7]2[N:6]=[C:5]([C:3]([NH:41][CH2:40][C:39]3[CH:42]=[CH:43][C:36]([F:35])=[CH:37][C:38]=3[S:44]([CH3:47])(=[O:46])=[O:45])=[O:2])[C:10]([OH:11])=[C:9]([OH:20])[N:8]=2)[CH2:22][CH2:23][O:24][CH2:25][CH2:26]1)([CH3:33])([CH3:32])[CH3:34], predict the reactants needed to synthesize it. The reactants are: C[O:2][C:3]([C:5]1[C:10]([O:11]C(=O)C2C=CC=CC=2)=[C:9]([OH:20])[N:8]=[C:7]([C:21]2([NH:27][C:28]([O:30][C:31]([CH3:34])([CH3:33])[CH3:32])=[O:29])[CH2:26][CH2:25][O:24][CH2:23][CH2:22]2)[N:6]=1)=O.[F:35][C:36]1[CH:43]=[CH:42][C:39]([CH2:40][NH2:41])=[C:38]([S:44]([CH3:47])(=[O:46])=[O:45])[CH:37]=1.